This data is from Full USPTO retrosynthesis dataset with 1.9M reactions from patents (1976-2016). The task is: Predict the reactants needed to synthesize the given product. (1) Given the product [OH:34][C:31]1[CH:30]=[CH:29][C:28]([C:8]([C:5]2[CH:4]=[CH:3][C:2]([OH:1])=[CH:7][CH:6]=2)=[C:9]([C:13]2[CH:14]=[C:15]([O:19][CH2:20][CH2:21][CH2:22][C:23]([OH:25])=[O:24])[CH:16]=[CH:17][CH:18]=2)[CH2:10][CH2:11][CH3:12])=[CH:33][CH:32]=1, predict the reactants needed to synthesize it. The reactants are: [OH:1][C:2]1[CH:7]=[CH:6][C:5]([C:8]([C:28]2[CH:33]=[CH:32][C:31]([OH:34])=[CH:30][CH:29]=2)=[C:9]([C:13]2[CH:14]=[C:15]([O:19][CH2:20][CH2:21][CH2:22][C:23]([O:25]CC)=[O:24])[CH:16]=[CH:17][CH:18]=2)[CH2:10][CH2:11][CH3:12])=[CH:4][CH:3]=1.[OH-].[Na+]. (2) Given the product [CH3:19][CH:20]1[CH2:24][CH2:23][CH2:22][N:21]1[CH2:2][CH2:3][CH2:4][O:5][C:6]1[CH:11]=[CH:10][C:9]([C:12]2[S:13][CH:14]=[CH:15][N:16]=2)=[CH:8][CH:7]=1, predict the reactants needed to synthesize it. The reactants are: Cl[CH2:2][CH2:3][CH2:4][O:5][C:6]1[CH:11]=[CH:10][C:9]([C:12]2[S:13][CH:14]=[CH:15][N:16]=2)=[CH:8][CH:7]=1.[I-].[Na+].[CH3:19][CH:20]1[CH2:24][CH2:23][CH2:22][NH:21]1. (3) Given the product [Cl:6][C:7]1[CH:8]=[CH:9][C:10]([O:11][C:12]2[CH:19]=[CH:18][C:15]([C:16]#[N:17])=[CH:14][C:13]=2[C:32]2[C:37]([O:38][CH3:39])=[CH:36][CH:35]=[CH:34][N:33]=2)=[CH:29][CH:30]=1, predict the reactants needed to synthesize it. The reactants are: C(=O)([O-])O.[Na+].[Cl:6][C:7]1[CH:30]=[CH:29][C:10]([O:11][C:12]2[CH:19]=[CH:18][C:15]([C:16]#[N:17])=[CH:14][C:13]=2B2OC(C)(C)C(C)(C)O2)=[CH:9][CH:8]=1.Br[C:32]1[C:37]([O:38][CH3:39])=[CH:36][CH:35]=[CH:34][N:33]=1. (4) The reactants are: [B:1]([C:4]1[CH:5]=[C:6]([CH:10]=[CH:11][CH:12]=1)[C:7]([OH:9])=O)([OH:3])[OH:2].CCN=C=NCCCN(C)C.[NH2:24][CH2:25][CH2:26][O:27][CH2:28][CH2:29][O:30][CH2:31][CH2:32][NH:33][C:34](=[O:60])[CH2:35][C@@H:36]1[N:42]=[C:41]([C:43]2[CH:48]=[CH:47][C:46]([Cl:49])=[CH:45][CH:44]=2)[C:40]2[CH:50]=[C:51]([O:54][CH3:55])[CH:52]=[CH:53][C:39]=2[N:38]2[C:56]([CH3:59])=[N:57][N:58]=[C:37]12. Given the product [Cl:49][C:46]1[CH:45]=[CH:44][C:43]([C:41]2[C:40]3[CH:50]=[C:51]([O:54][CH3:55])[CH:52]=[CH:53][C:39]=3[N:38]3[C:56]([CH3:59])=[N:57][N:58]=[C:37]3[C@H:36]([CH2:35][C:34]([NH:33][CH2:32][CH2:31][O:30][CH2:29][CH2:28][O:27][CH2:26][CH2:25][NH:24][C:7]([C:6]3[CH:5]=[C:4]([B:1]([OH:2])[OH:3])[CH:12]=[CH:11][CH:10]=3)=[O:9])=[O:60])[N:42]=2)=[CH:48][CH:47]=1, predict the reactants needed to synthesize it.